Dataset: Forward reaction prediction with 1.9M reactions from USPTO patents (1976-2016). Task: Predict the product of the given reaction. (1) Given the reactants [C:1]([NH:4][C:5]1[CH:27]=[CH:26][C:8]2[CH2:9][CH:10]([CH3:25])[N:11]([C:21]([NH:23][CH3:24])=[O:22])[N:12]=[C:13]([C:14]3[CH:19]=[CH:18][C:17](Cl)=[CH:16][CH:15]=3)[C:7]=2[CH:6]=1)(=[O:3])[CH3:2].[NH:28]1[CH2:33][CH2:32][O:31][CH2:30][CH2:29]1.CC(C)([O-])C.[Na+], predict the reaction product. The product is: [C:1]([NH:4][C:5]1[CH:27]=[CH:26][C:8]2[CH2:9][CH:10]([CH3:25])[N:11]([C:21]([NH:23][CH3:24])=[O:22])[N:12]=[C:13]([C:14]3[CH:19]=[CH:18][C:17]([N:28]4[CH2:33][CH2:32][O:31][CH2:30][CH2:29]4)=[CH:16][CH:15]=3)[C:7]=2[CH:6]=1)(=[O:3])[CH3:2]. (2) Given the reactants [C:1]([O:5][C:6](=[O:14])[NH:7][CH:8]1[CH2:12][CH2:11][CH:10]([OH:13])[CH2:9]1)([CH3:4])([CH3:3])[CH3:2].CC(OI1(OC(C)=O)(OC(C)=O)OC(=O)C2C=CC=CC1=2)=O, predict the reaction product. The product is: [C:1]([O:5][C:6](=[O:14])[NH:7][CH:8]1[CH2:12][CH2:11][C:10](=[O:13])[CH2:9]1)([CH3:4])([CH3:2])[CH3:3]. (3) Given the reactants Br[C:2]1[CH:7]=[CH:6][CH:5]=[CH:4][C:3]=1[C:8]1[C:9]([O:15][CH2:16][C:17]2[CH:22]=[CH:21][CH:20]=[CH:19][CH:18]=2)=[N:10][CH:11]=[C:12]([Cl:14])[CH:13]=1.[C:23]([C:28]1[CH:29]=[C:30](B(O)O)[CH:31]=[CH:32][CH:33]=1)([O:25][CH2:26][CH3:27])=[O:24].C(=O)([O-])[O-].[K+].[K+].C(OCC)C, predict the reaction product. The product is: [CH2:26]([O:25][C:23]([C:28]1[CH:33]=[C:32]([C:2]2[CH:7]=[CH:6][CH:5]=[CH:4][C:3]=2[C:8]2[C:9]([O:15][CH2:16][C:17]3[CH:22]=[CH:21][CH:20]=[CH:19][CH:18]=3)=[N:10][CH:11]=[C:12]([Cl:14])[CH:13]=2)[CH:31]=[CH:30][CH:29]=1)=[O:24])[CH3:27]. (4) The product is: [CH2:12]([NH:11][C:4]1[C:5]2[O:10][CH:9]=[CH:8][C:6]=2[N:7]=[C:2]([NH:23][C:22]2[CH:21]=[CH:20][C:19]([S:16]([CH3:15])(=[O:18])=[O:17])=[CH:25][CH:24]=2)[N:3]=1)[CH:14]=[CH2:13]. Given the reactants Cl[C:2]1[N:3]=[C:4]([NH:11][CH:12]2[CH2:14][CH2:13]2)[C:5]2[O:10][CH:9]=[CH:8][C:6]=2[N:7]=1.[CH3:15][S:16]([C:19]1[CH:25]=[CH:24][C:22]([NH2:23])=[CH:21][CH:20]=1)(=[O:18])=[O:17].CC(C1C=C(C(C)C)C(C2C=CC=CC=2P(C2CCCCC2)C2CCCCC2)=C(C(C)C)C=1)C.C([O-])([O-])=O.[K+].[K+], predict the reaction product. (5) Given the reactants [OH:1][C:2]12[CH2:11][CH:6]3[CH2:7][CH:8]([CH2:10][CH:4]([C:5]3=[O:12])[CH2:3]1)[CH2:9]2.[BH4-].[Na+], predict the reaction product. The product is: [OH:1][C:2]12[CH2:11][CH:6]3[CH2:7][CH:8]([CH2:10][CH:4]([CH:5]3[OH:12])[CH2:3]1)[CH2:9]2.